From a dataset of Catalyst prediction with 721,799 reactions and 888 catalyst types from USPTO. Predict which catalyst facilitates the given reaction. (1) Reactant: COC1C=C(OC)C=CC=1C[N:6]([C:32]1[CH:37]=[CH:36][N:35]=[CH:34][N:33]=1)[S:7]([C:10]1[C:15]([F:16])=[CH:14][C:13]([O:17][C@H:18]2[CH2:23][CH2:22][CH2:21][CH2:20][C@@H:19]2[C:24]2[N:28]([CH2:29][CH3:30])[N:27]=[CH:26][CH:25]=2)=[CH:12][C:11]=1[F:31])(=[O:9])=[O:8].C([SiH](CC)CC)C.FC(F)(F)C(O)=O. Product: [CH2:29]([N:28]1[C:24]([C@H:19]2[CH2:20][CH2:21][CH2:22][CH2:23][C@@H:18]2[O:17][C:13]2[CH:12]=[C:11]([F:31])[C:10]([S:7]([NH:6][C:32]3[CH:37]=[CH:36][N:35]=[CH:34][N:33]=3)(=[O:8])=[O:9])=[C:15]([F:16])[CH:14]=2)=[CH:25][CH:26]=[N:27]1)[CH3:30]. The catalyst class is: 4. (2) Reactant: [S:1]1[CH:5]=[CH:4][CH:3]=[CH:2]1.[C:6](Cl)(=[O:9])[CH2:7][CH3:8].[Al+3].[Cl-].[Cl-].[Cl-].Cl. Product: [C:6]([C:2]1[S:1][CH:5]=[CH:4][CH:3]=1)(=[O:9])[CH2:7][CH3:8]. The catalyst class is: 4. (3) Reactant: [Cl:1][C:2]1[CH:3]=[C:4]([CH:23]=[CH:24][C:25]=1[F:26])[CH2:5][N:6]1[CH2:15][CH2:14][C:13]2[C:12]([C:16]([O:18][CH2:19][CH3:20])=[O:17])=[N:11][CH:10]=[C:9]([OH:21])[C:8]=2[C:7]1=[O:22].Cl[CH2:28]Cl. The catalyst class is: 5. Product: [Cl:1][C:2]1[CH:3]=[C:4]([CH:23]=[CH:24][C:25]=1[F:26])[CH2:5][N:6]1[CH2:15][CH2:14][C:13]2[C:12]([C:16]([O:18][CH2:19][CH3:20])=[O:17])=[N:11][CH:10]=[C:9]([O:21][CH3:28])[C:8]=2[C:7]1=[O:22].